This data is from Full USPTO retrosynthesis dataset with 1.9M reactions from patents (1976-2016). The task is: Predict the reactants needed to synthesize the given product. (1) Given the product [CH:18]1([N:15]2[CH2:16][CH2:17][C@@H:13]([N:2]([CH3:1])[C:3](=[O:12])[O:4][CH2:5][C:6]3[CH:11]=[CH:10][CH:9]=[CH:8][CH:7]=3)[CH2:14]2)[CH2:21][CH2:20][CH2:19]1, predict the reactants needed to synthesize it. The reactants are: [CH3:1][N:2]([C@@H:13]1[CH2:17][CH2:16][NH:15][CH2:14]1)[C:3](=[O:12])[O:4][CH2:5][C:6]1[CH:11]=[CH:10][CH:9]=[CH:8][CH:7]=1.[C:18]1(=O)[CH2:21][CH2:20][CH2:19]1. (2) Given the product [Si:45]([O:22][CH2:23][CH:24]([OH:29])[CH2:25][N:26]([CH3:27])[CH3:28])([C:41]([CH3:44])([CH3:43])[CH3:42])([CH3:48])[CH3:47], predict the reactants needed to synthesize it. The reactants are: COC1C=CC(C([O:22][CH2:23][CH:24]([OH:29])[CH2:25][N:26]([CH3:28])[CH3:27])(C2C=CC=CC=2)C2C=CC(OC)=CC=2)=CC=1.C(N(CC)C(C)C)(C)C.[C:41]([Si:45]([CH3:48])([CH3:47])Cl)([CH3:44])([CH3:43])[CH3:42]. (3) Given the product [C:1]1([NH:12][C:13](=[O:15])[CH3:14])[C:6]2[CH2:7][CH2:8][CH2:9][CH2:10][CH2:11][C:5]=2[CH:4]=[CH:3][CH:2]=1, predict the reactants needed to synthesize it. The reactants are: [C:1]1([NH2:12])[CH:2]=[CH:3][CH:4]=[C:5]2[CH2:11][CH2:10][CH2:9][CH2:8][CH2:7][C:6]=12.[C:13](OC(=O)C)(=[O:15])[CH3:14]. (4) Given the product [Cl:1][C:2]1[CH:7]=[CH:6][C:5]([CH2:8][C@@H:9]([NH:24][C:52]([C@@H:43]2[CH2:44][C:45]3[C:50](=[CH:49][CH:48]=[CH:47][CH:46]=3)[CH2:51][N:42]2[C:55]([O:57][C:58]([CH3:61])([CH3:60])[CH3:59])=[O:56])=[O:54])[C:10](=[O:23])[N:11]2[CH2:12][CH2:13][N:14]([C:17]3[CH:22]=[CH:21][CH:20]=[CH:19][N:18]=3)[CH2:15][CH2:16]2)=[CH:4][CH:3]=1.[Cl:1][C:2]1[CH:7]=[CH:6][C:5]([CH2:8][C@@H:9]([NH:24][C:25]([C@@H:43]2[CH2:44][C:45]3[C:50](=[CH:49][CH:48]=[CH:47][CH:46]=3)[CH2:51][NH:42]2)=[O:27])[C:10](=[O:23])[N:11]2[CH2:16][CH2:15][N:14]([C:17]3[CH:22]=[CH:21][CH:20]=[CH:19][N:18]=3)[CH2:13][CH2:12]2)=[CH:4][CH:3]=1, predict the reactants needed to synthesize it. The reactants are: [Cl:1][C:2]1[CH:7]=[CH:6][C:5]([CH2:8][C@@H:9]([NH:24][C:25]([O:27]C(C)(C)C)=O)[C:10](=[O:23])[N:11]2[CH2:16][CH2:15][N:14]([C:17]3[CH:22]=[CH:21][CH:20]=[CH:19][N:18]=3)[CH2:13][CH2:12]2)=[CH:4][CH:3]=1.Cl.CCN(C(C)C)C(C)C.[N:42]1([C:55]([O:57][C:58]([CH3:61])([CH3:60])[CH3:59])=[O:56])[CH2:51][C:50]2[C:45](=[CH:46][CH:47]=[CH:48][CH:49]=2)[CH2:44][C@H:43]1[C:52]([OH:54])=O.CCN=C=NCCCN(C)C.CI.C1C=NC2N(O)N=NC=2C=1. (5) Given the product [C:5]([C:4]1[CH:7]=[CH:8][C:9]([N:11]([CH2:12][C:13]2[CH:18]=[CH:17][CH:16]=[CH:15][C:14]=2[C:19]([F:22])([F:21])[F:20])[C@H:26]([C:27]([O:29][C:3]([CH3:10])([CH3:4])[CH3:2])=[O:28])[CH3:30])=[CH:10][C:3]=1[C:2]([F:23])([F:24])[F:1])#[N:6], predict the reactants needed to synthesize it. The reactants are: [F:1][C:2]([F:24])([F:23])[C:3]1[CH:10]=[C:9]([NH:11][CH2:12][C:13]2[CH:18]=[CH:17][CH:16]=[CH:15][C:14]=2[C:19]([F:22])([F:21])[F:20])[CH:8]=[CH:7][C:4]=1[C:5]#[N:6].Br[CH:26]([CH2:30]CCC)[C:27]([OH:29])=[O:28].